From a dataset of NCI-60 drug combinations with 297,098 pairs across 59 cell lines. Regression. Given two drug SMILES strings and cell line genomic features, predict the synergy score measuring deviation from expected non-interaction effect. (1) Drug 1: C1=CC(=CC=C1C#N)C(C2=CC=C(C=C2)C#N)N3C=NC=N3. Drug 2: CC1=C2C(C(=O)C3(C(CC4C(C3C(C(C2(C)C)(CC1OC(=O)C(C(C5=CC=CC=C5)NC(=O)OC(C)(C)C)O)O)OC(=O)C6=CC=CC=C6)(CO4)OC(=O)C)O)C)O. Cell line: OVCAR3. Synergy scores: CSS=0.613, Synergy_ZIP=0.435, Synergy_Bliss=-1.26, Synergy_Loewe=-5.62, Synergy_HSA=-4.69. (2) Drug 1: CC1OCC2C(O1)C(C(C(O2)OC3C4COC(=O)C4C(C5=CC6=C(C=C35)OCO6)C7=CC(=C(C(=C7)OC)O)OC)O)O. Drug 2: CN1C=C(C=N1)C2=C3N=C(C(=C(N3N=C2)N)Br)C4CCCNC4. Cell line: NCIH23. Synergy scores: CSS=79.7, Synergy_ZIP=2.13, Synergy_Bliss=0.301, Synergy_Loewe=2.19, Synergy_HSA=6.38. (3) Drug 1: CC1OCC2C(O1)C(C(C(O2)OC3C4COC(=O)C4C(C5=CC6=C(C=C35)OCO6)C7=CC(=C(C(=C7)OC)O)OC)O)O. Drug 2: CC=C1C(=O)NC(C(=O)OC2CC(=O)NC(C(=O)NC(CSSCCC=C2)C(=O)N1)C(C)C)C(C)C. Cell line: SNB-75. Synergy scores: CSS=56.7, Synergy_ZIP=4.37, Synergy_Bliss=5.78, Synergy_Loewe=-5.57, Synergy_HSA=8.68. (4) Drug 1: C1CNP(=O)(OC1)N(CCCl)CCCl. Drug 2: C1CCC(C(C1)N)N.C(=O)(C(=O)[O-])[O-].[Pt+4]. Cell line: BT-549. Synergy scores: CSS=7.83, Synergy_ZIP=-2.26, Synergy_Bliss=2.25, Synergy_Loewe=-9.04, Synergy_HSA=0.641. (5) Drug 1: CC1C(C(CC(O1)OC2CC(CC3=C2C(=C4C(=C3O)C(=O)C5=C(C4=O)C(=CC=C5)OC)O)(C(=O)C)O)N)O.Cl. Drug 2: C1CCC(CC1)NC(=O)N(CCCl)N=O. Cell line: UO-31. Synergy scores: CSS=13.6, Synergy_ZIP=-4.37, Synergy_Bliss=-2.17, Synergy_Loewe=0.288, Synergy_HSA=0.983. (6) Drug 1: CNC(=O)C1=CC=CC=C1SC2=CC3=C(C=C2)C(=NN3)C=CC4=CC=CC=N4. Drug 2: C1=CC(=C2C(=C1NCCNCCO)C(=O)C3=C(C=CC(=C3C2=O)O)O)NCCNCCO. Cell line: NCI-H460. Synergy scores: CSS=56.0, Synergy_ZIP=7.99, Synergy_Bliss=6.99, Synergy_Loewe=-12.6, Synergy_HSA=7.70.